This data is from Full USPTO retrosynthesis dataset with 1.9M reactions from patents (1976-2016). The task is: Predict the reactants needed to synthesize the given product. (1) Given the product [C:3]([CH2:6][S:7]([C:8]1[C:17](=[O:18])[C:16]2[C:11](=[CH:12][C:13]([F:19])=[CH:14][CH:15]=2)[N:10]([CH3:20])[CH:9]=1)=[O:1])([OH:5])=[O:4], predict the reactants needed to synthesize it. The reactants are: [OH:1]O.[C:3]([CH2:6][S:7][C:8]1[C:17](=[O:18])[C:16]2[C:11](=[CH:12][C:13]([F:19])=[CH:14][CH:15]=2)[N:10]([CH3:20])[CH:9]=1)([OH:5])=[O:4]. (2) Given the product [C:1]([C:3]1[C:15]2[NH:14][C:13]3[C:8](=[CH:9][CH:10]=[C:11]([C:16]([N:18]4[CH2:23][CH2:22][N:21]([CH3:24])[CH2:20][CH2:19]4)=[O:17])[CH:12]=3)[C:7]=2[C:6]([N:25]2[CH2:30][CH2:29][CH2:28][C@@H:27]([NH:31][C:32](=[O:41])[O:33][CH2:34][C:35]3[CH:36]=[CH:37][CH:38]=[CH:39][CH:40]=3)[CH2:26]2)=[CH:5][CH:4]=1)(=[O:42])[NH2:2], predict the reactants needed to synthesize it. The reactants are: [C:1]([C:3]1[C:15]2[NH:14][C:13]3[C:8](=[CH:9][CH:10]=[C:11]([C:16]([N:18]4[CH2:23][CH2:22][N:21]([CH3:24])[CH2:20][CH2:19]4)=[O:17])[CH:12]=3)[C:7]=2[C:6]([N:25]2[CH2:30][CH2:29][CH2:28][C@@H:27]([NH:31][C:32](=[O:41])[O:33][CH2:34][C:35]3[CH:40]=[CH:39][CH:38]=[CH:37][CH:36]=3)[CH2:26]2)=[CH:5][CH:4]=1)#[N:2].[OH-:42].[K+].OO.O. (3) The reactants are: Br[C:2]1[CH:7]=[C:6]([O:8][C:9]([F:12])([F:11])[F:10])[CH:5]=[CH:4][C:3]=1[O:13][C@H:14]([CH2:16][CH:17]=[CH2:18])[CH3:15].FC1C(F)=CC([B:27]2[O:34][C:33](=[O:35])[CH2:32][N:31]([CH3:36])[CH2:30][C:29](=[O:37])[O:28]2)=C(O[C@H](CC=C)C)C=1. Given the product [CH3:36][N:31]1[CH2:32][C:33](=[O:35])[O:34][B:27]([C:2]2[CH:7]=[C:6]([O:8][C:9]([F:12])([F:11])[F:10])[CH:5]=[CH:4][C:3]=2[O:13][C@H:14]([CH2:16][CH:17]=[CH2:18])[CH3:15])[O:28][C:29](=[O:37])[CH2:30]1, predict the reactants needed to synthesize it. (4) Given the product [CH:22]1([C:25]2[C:26]([N:34]3[CH2:35][CH2:36][N:37]([C:11]([C:10]4[CH:14]=[CH:15][C:7]([N:3]5[CH2:4][CH2:5][CH2:6][S:2]5(=[O:1])=[O:20])=[CH:8][C:9]=4[S:16]([CH3:19])(=[O:18])=[O:17])=[O:13])[CH2:38][CH2:39]3)=[N:27][CH:28]=[C:29]([CH:31]3[CH2:33][CH2:32]3)[CH:30]=2)[CH2:23][CH2:24]1, predict the reactants needed to synthesize it. The reactants are: [O:1]=[S:2]1(=[O:20])[CH2:6][CH2:5][CH2:4][N:3]1[C:7]1[CH:15]=[CH:14][C:10]([C:11]([OH:13])=O)=[C:9]([S:16]([CH3:19])(=[O:18])=[O:17])[CH:8]=1.Cl.[CH:22]1([C:25]2[C:26]([N:34]3[CH2:39][CH2:38][NH:37][CH2:36][CH2:35]3)=[N:27][CH:28]=[C:29]([CH:31]3[CH2:33][CH2:32]3)[CH:30]=2)[CH2:24][CH2:23]1. (5) Given the product [F:36][C:7]([F:6])([F:35])[C:8]1[CH:9]=[C:10]([C:21]2[O:25][N:24]=[C:23]([C:26]3[CH:34]=[CH:33][CH:32]=[C:31]4[C:27]=3[C:28]([CH:43]=[O:44])=[CH:29][NH:30]4)[N:22]=2)[CH:11]=[CH:12][C:13]=1[O:14][CH:15]([CH3:20])[C:16]([F:17])([F:18])[F:19], predict the reactants needed to synthesize it. The reactants are: O=P(Cl)(Cl)Cl.[F:6][C:7]([F:36])([F:35])[C:8]1[CH:9]=[C:10]([C:21]2[O:25][N:24]=[C:23]([C:26]3[CH:34]=[CH:33][CH:32]=[C:31]4[C:27]=3[CH:28]=[CH:29][NH:30]4)[N:22]=2)[CH:11]=[CH:12][C:13]=1[O:14][CH:15]([CH3:20])[C:16]([F:19])([F:18])[F:17].[OH-].[Na+].O.CN([CH:43]=[O:44])C. (6) The reactants are: [CH3:1][O:2][C:3]1[N:8]=[CH:7][C:6]([N:9]2[C:13]([C:14]3[CH:19]=[CH:18][CH:17]=[CH:16][N:15]=3)=[CH:12][C:11]([C:20]([OH:22])=O)=[N:10]2)=[CH:5][CH:4]=1.Cl.C(N=C=NCCCN(C)C)C.ON1C2C=CC=CC=2N=N1.[CH3:45][C:46]([NH2:50])([CH3:49])[CH2:47][OH:48]. Given the product [OH:48][CH2:47][C:46]([NH:50][C:20]([C:11]1[CH:12]=[C:13]([C:14]2[CH:19]=[CH:18][CH:17]=[CH:16][N:15]=2)[N:9]([C:6]2[CH:7]=[N:8][C:3]([O:2][CH3:1])=[CH:4][CH:5]=2)[N:10]=1)=[O:22])([CH3:49])[CH3:45], predict the reactants needed to synthesize it. (7) Given the product [CH3:1][N:2]1[CH2:3][CH2:4][N:5]([CH:8]2[C:17]3[C:12](=[CH:13][CH:14]=[C:15]([CH:18]4[CH2:23][CH2:22][NH:21][CH2:20][CH2:19]4)[CH:16]=3)[CH2:11][CH2:10][CH2:9]2)[CH2:6][CH2:7]1, predict the reactants needed to synthesize it. The reactants are: [CH3:1][N:2]1[CH2:7][CH2:6][N:5]([CH:8]2[C:17]3[C:12](=[CH:13][CH:14]=[C:15]([C:18]4[CH:23]=[CH:22][N:21]=[CH:20][CH:19]=4)[CH:16]=3)[CH2:11][CH2:10][CH2:9]2)[CH2:4][CH2:3]1. (8) Given the product [C:2]([CH:3]([CH2:13][C:14]([C:16]1[CH:21]=[CH:20][CH:19]=[C:18]([N+:22]([O-:24])=[O:23])[CH:17]=1)=[O:15])[C:4]([O:6][CH2:7][CH3:10])=[O:5])(=[O:1])[CH3:11], predict the reactants needed to synthesize it. The reactants are: [O:1]=[C:2]([CH3:11])[CH2:3][C:4]([O:6][C:7]([CH3:10])(C)C)=[O:5].Br[CH2:13][C:14]([C:16]1[CH:21]=[CH:20][CH:19]=[C:18]([N+:22]([O-:24])=[O:23])[CH:17]=1)=[O:15].BrCC(C1C=CC=CC=1[N+]([O-])=O)=O.